Dataset: Forward reaction prediction with 1.9M reactions from USPTO patents (1976-2016). Task: Predict the product of the given reaction. (1) Given the reactants [CH3:1][O:2][C:3]1[C:8]([N+:9]([O-:11])=[O:10])=[CH:7][CH:6]=[CH:5][C:4]=1B1OC(C)(C)C(C)(C)O1.Br[C:22]1[CH:23]=[C:24]([C:27]([OH:29])=[O:28])[O:25][CH:26]=1.C(=O)([O-])[O-].[K+].[K+].Cl, predict the reaction product. The product is: [N+:9]([C:8]1[C:3]([O:2][CH3:1])=[C:4]([C:22]2[CH:23]=[C:24]([C:27]([OH:29])=[O:28])[O:25][CH:26]=2)[CH:5]=[CH:6][CH:7]=1)([O-:11])=[O:10]. (2) Given the reactants [Cl:1][C:2]1[N:6]2[CH:7]=[C:8]([C:15]3[CH:19]=[CH:18][N:17]([C:20]([O:22][C:23]([CH3:26])([CH3:25])[CH3:24])=[O:21])[CH:16]=3)[CH:9]=[C:10]([C:11]([F:14])([F:13])[F:12])[C:5]2=[N:4][C:3]=1[C:27](O)=[O:28].Cl.[NH:31]1[CH2:36][CH2:35][CH:34]([N:37]2[CH2:41][CH2:40][O:39][C:38]2=[O:42])[CH2:33][CH2:32]1.CCN(C(C)C)C(C)C.CN(C(ON1N=NC2C=CC=NC1=2)=[N+](C)C)C.F[P-](F)(F)(F)(F)F, predict the reaction product. The product is: [Cl:1][C:2]1[N:6]2[CH:7]=[C:8]([C:15]3[CH:19]=[CH:18][N:17]([C:20]([O:22][C:23]([CH3:24])([CH3:26])[CH3:25])=[O:21])[CH:16]=3)[CH:9]=[C:10]([C:11]([F:14])([F:12])[F:13])[C:5]2=[N:4][C:3]=1[C:27]([N:31]1[CH2:32][CH2:33][CH:34]([N:37]2[CH2:41][CH2:40][O:39][C:38]2=[O:42])[CH2:35][CH2:36]1)=[O:28]. (3) Given the reactants [H-].[Al+3].[Li+].[H-].[H-].[H-].[CH3:7][N:8]1[C:16]2[C:11](=[CH:12][C:13]([C:17](OCC)=[O:18])=[CH:14][CH:15]=2)[CH:10]=[N:9]1.C(OCC)(=O)C, predict the reaction product. The product is: [CH3:7][N:8]1[C:16]2[C:11](=[CH:12][C:13]([CH2:17][OH:18])=[CH:14][CH:15]=2)[CH:10]=[N:9]1. (4) Given the reactants S(=O)(=O)(O)O.Cl.[Cl:7][C:8]1[CH:13]=[CH:12][C:11]([NH:14]N)=[CH:10][CH:9]=1.[CH3:16][N:17]1[CH2:22][CH2:21][CH2:20][CH2:19][C:18]1=O, predict the reaction product. The product is: [Cl:7][C:8]1[CH:13]=[CH:12][C:11]2[NH:14][C:20]3[CH2:21][CH2:22][N:17]([CH3:16])[CH2:18][C:19]=3[C:10]=2[CH:9]=1. (5) Given the reactants [F:1][C:2]1[CH:7]=[CH:6][C:5](B(O)O)=[CH:4][C:3]=1[C:11]([F:14])([F:13])[F:12].[F:15][C:16]1[CH:17]=[C:18]([CH:28]([NH:30][C:31]([C:33]2[N:34]=[C:35](Cl)[O:36][CH:37]=2)=[O:32])[CH3:29])[CH:19]=[C:20]([F:27])[C:21]=1[NH:22][S:23]([CH3:26])(=[O:25])=[O:24].C([O-])([O-])=O.[Cs+].[Cs+], predict the reaction product. The product is: [F:27][C:20]1[CH:19]=[C:18]([CH:28]([NH:30][C:31]([C:33]2[N:34]=[C:35]([C:5]3[CH:6]=[CH:7][C:2]([F:1])=[C:3]([C:11]([F:14])([F:13])[F:12])[CH:4]=3)[O:36][CH:37]=2)=[O:32])[CH3:29])[CH:17]=[C:16]([F:15])[C:21]=1[NH:22][S:23]([CH3:26])(=[O:25])=[O:24]. (6) Given the reactants [C:1]([OH:4])(=[O:3])C.[OH:5][C@H:6]([C:33]1[CH:38]=[CH:37][C:36]([OH:39])=[C:35]([CH2:40][OH:41])[CH:34]=1)[CH2:7][NH:8][CH2:9][CH2:10][CH2:11][CH2:12][CH2:13][CH2:14][O:15][CH2:16][CH2:17][CH2:18][CH2:19][C:20]1[CH:21]=[C:22]([N:26]2[C:30](=[O:31])[CH2:29][NH:28][C:27]2=[O:32])[CH:23]=[CH:24][CH:25]=1.[NH3:42], predict the reaction product. The product is: [CH:1]([OH:4])=[O:3].[OH:5][C@H:6]([C:33]1[CH:38]=[CH:37][C:36]([OH:39])=[C:35]([CH2:40][OH:41])[CH:34]=1)[CH2:7][NH:8][CH2:9][CH2:10][CH2:11][CH2:12][CH2:13][CH2:14][O:15][CH2:16][CH2:17][CH2:18][CH2:19][C:20]1[CH:21]=[C:22]([NH:26][C:27]([NH:28][CH2:29][C:30]([NH2:42])=[O:31])=[O:32])[CH:23]=[CH:24][CH:25]=1. (7) Given the reactants Cl.NC[C:4]([C:6]1[CH:11]=[CH:10][C:9]([O:12][CH2:13][CH2:14][CH2:15][CH2:16][CH2:17][CH2:18][CH2:19][CH3:20])=[C:8]([C:21]([F:24])([F:23])[F:22])[CH:7]=1)=[O:5].C1N=CN(C(N2C=NC=C2)=O)C=1.C(OC1C=CC(C(O)=O)=CC=1C(F)(F)F)CCCCCCC.O.[NH2:60][NH2:61], predict the reaction product. The product is: [CH2:13]([O:12][C:9]1[CH:10]=[CH:11][C:6]([C:4]([NH:60][NH2:61])=[O:5])=[CH:7][C:8]=1[C:21]([F:24])([F:23])[F:22])[CH2:14][CH2:15][CH2:16][CH2:17][CH2:18][CH2:19][CH3:20]. (8) Given the reactants [F:1][C:2]([F:28])([F:27])[C:3]1[CH:8]=[CH:7][CH:6]=[CH:5][C:4]=1[NH:9][C:10]1[CH:11]=[CH:12][C:13]([CH2:16][NH:17][C:18]([C:20]2([NH2:26])[CH2:24][CH2:23][CH:22]([OH:25])[CH2:21]2)=[O:19])=[N:14][CH:15]=1.[N:29]1[CH:34]=[C:33]([C:35](O)=[O:36])[CH:32]=[N:31][CH:30]=1, predict the reaction product. The product is: [OH:25][CH:22]1[CH2:23][CH2:24][C:20]([NH:26][C:35]([C:33]2[CH:34]=[N:29][CH:30]=[N:31][CH:32]=2)=[O:36])([C:18](=[O:19])[NH:17][CH2:16][C:13]2[CH:12]=[CH:11][C:10]([NH:9][C:4]3[CH:5]=[CH:6][CH:7]=[CH:8][C:3]=3[C:2]([F:27])([F:1])[F:28])=[CH:15][N:14]=2)[CH2:21]1. (9) Given the reactants [Cl:1][C:2]1[C:7]([OH:8])=[CH:6][C:5]([N:9]2[C:14](=[O:15])[CH:13]=[C:12]3[CH2:16][CH2:17][CH2:18][N:11]3[C:10]2=[O:19])=[C:4]([F:20])[CH:3]=1.Cl[C:22]1[C:27]([C:28]([F:31])([F:30])[F:29])=[CH:26][CH:25]=[CH:24][N:23]=1, predict the reaction product. The product is: [Cl:1][C:2]1[C:7]([O:8][C:22]2[C:27]([C:28]([F:31])([F:30])[F:29])=[CH:26][CH:25]=[CH:24][N:23]=2)=[CH:6][C:5]([N:9]2[C:14](=[O:15])[CH:13]=[C:12]3[CH2:16][CH2:17][CH2:18][N:11]3[C:10]2=[O:19])=[C:4]([F:20])[CH:3]=1.